From a dataset of Full USPTO retrosynthesis dataset with 1.9M reactions from patents (1976-2016). Predict the reactants needed to synthesize the given product. (1) Given the product [CH:15]([C:12]1[CH:13]=[CH:14][C:9]([C:7]#[N:8])=[CH:10][C:11]=1[O:24][CH3:25])=[O:26], predict the reactants needed to synthesize it. The reactants are: I([O-])(=O)(=O)=O.[Na+].[C:7]([C:9]1[CH:14]=[CH:13][C:12](/[CH:15]=C/C(OC(C)(C)C)=O)=[C:11]([O:24][CH3:25])[CH:10]=1)#[N:8].[OH2:26]. (2) Given the product [Cl:24][C:25]1[CH:26]=[C:27]([CH:31]=[CH:32][CH:33]=1)[C:28]([N:15]1[CH2:16][CH2:17][C:12]2([O:11][C:10]3[C:20]4[C:6]([C:7](=[O:23])[C:8](=[O:22])[C:9]=3[S:19][CH2:18]2)=[CH:5][CH:4]=[C:3]([O:2][CH3:1])[CH:21]=4)[CH2:13][CH2:14]1)=[O:29], predict the reactants needed to synthesize it. The reactants are: [CH3:1][O:2][C:3]1[CH:21]=[C:20]2[C:6]([C:7](=[O:23])[C:8](=[O:22])[C:9]3[S:19][CH2:18][C:12]4([CH2:17][CH2:16][NH:15][CH2:14][CH2:13]4)[O:11][C:10]=32)=[CH:5][CH:4]=1.[Cl:24][C:25]1[CH:26]=[C:27]([CH:31]=[CH:32][CH:33]=1)[C:28](Cl)=[O:29].